From a dataset of Full USPTO retrosynthesis dataset with 1.9M reactions from patents (1976-2016). Predict the reactants needed to synthesize the given product. (1) The reactants are: [CH3:1][O:2][C:3]([C:5]1([C:8]2[CH:13]=[CH:12][CH:11]=[CH:10][C:9]=2[C:14]#[C:15][C:16]2[C:21]([C:22]([F:25])([F:24])[F:23])=[CH:20][N:19]=[C:18]([NH:26][C:27]3[CH:32]=[CH:31][C:30]([CH:33]4[CH2:38][CH2:37][N:36]([C:39]([O:41][C:42]([CH3:45])([CH3:44])[CH3:43])=[O:40])[CH2:35][CH2:34]4)=[CH:29][CH:28]=3)[N:17]=2)[CH2:7][CH2:6]1)=[O:4].CCN(CC)CC. Given the product [CH3:1][O:2][C:3]([C:5]1([C:8]2[CH:13]=[CH:12][CH:11]=[CH:10][C:9]=2[CH2:14][CH2:15][C:16]2[C:21]([C:22]([F:23])([F:25])[F:24])=[CH:20][N:19]=[C:18]([NH:26][C:27]3[CH:32]=[CH:31][C:30]([CH:33]4[CH2:34][CH2:35][N:36]([C:39]([O:41][C:42]([CH3:44])([CH3:45])[CH3:43])=[O:40])[CH2:37][CH2:38]4)=[CH:29][CH:28]=3)[N:17]=2)[CH2:7][CH2:6]1)=[O:4], predict the reactants needed to synthesize it. (2) Given the product [Cl:39][C:10]1[CH:11]=[CH:12][C:13]([CH2:37][C:36]([CH2:32][C:29]2[CH:30]=[CH:31][C:26]([Cl:25])=[CH:27][CH:28]=2)=[O:38])=[CH:14][CH:15]=1, predict the reactants needed to synthesize it. The reactants are: [CH:10]1(N=C=N[CH:10]2[CH2:15][CH2:14][CH2:13][CH2:12][CH2:11]2)[CH2:15][CH2:14][CH2:13][CH2:12][CH2:11]1.CN(C1C=CC=CN=1)C.[Cl:25][C:26]1[CH:31]=[CH:30][C:29]([CH2:32]C(O)=O)=[CH:28][CH:27]=1.[CH2:36]([OH:38])[CH3:37].[Cl:39]CCl. (3) The reactants are: [Li]CCCC.CC1(C)CCCC(C)(C)N1.[CH:16]1([C@H:20]([NH:22][C:23]2[N:31]=[C:30]([C:32]#[N:33])[N:29]=[C:28]3[C:24]=2[N:25]([CH2:34][C@H:35]2[CH2:40][CH2:39][C@H:38]([CH3:41])[CH2:37][CH2:36]2)[CH:26]=[N:27]3)[CH3:21])[CH2:19][CH2:18][CH2:17]1.Br[CH2:43][C:44]1[CH:51]=[CH:50][CH:49]=[CH:48][C:45]=1[CH:46]=[O:47]. Given the product [CH:16]1([C@H:20]([NH:22][C:23]2[N:31]=[C:30]([C:32]#[N:33])[N:29]=[C:28]3[C:24]=2[N:25]([CH2:34][C@H:35]2[CH2:36][CH2:37][C@H:38]([CH3:41])[CH2:39][CH2:40]2)[C:26]([CH:46]2[C:45]4[C:44](=[CH:51][CH:50]=[CH:49][CH:48]=4)[CH2:43][O:47]2)=[N:27]3)[CH3:21])[CH2:19][CH2:18][CH2:17]1, predict the reactants needed to synthesize it. (4) The reactants are: [F:1][C:2]1[CH:10]=[CH:9][C:8]([CH2:11][C:12]2[C:21]3[C:16](=[CH:17][CH:18]=[CH:19][CH:20]=3)[C:15](=[O:22])[NH:14][N:13]=2)=[CH:7][C:3]=1[C:4](O)=[O:5].[O:23]1[CH2:28][CH2:27][N:26]([C:29](=[O:38])[CH2:30][O:31][CH:32]2[CH2:37][CH2:36][NH:35][CH2:34][CH2:33]2)[CH2:25][CH2:24]1.CCN(C(C)C)C(C)C. Given the product [F:1][C:2]1[CH:10]=[CH:9][C:8]([CH2:11][C:12]2[C:21]3[C:16](=[CH:17][CH:18]=[CH:19][CH:20]=3)[C:15](=[O:22])[NH:14][N:13]=2)=[CH:7][C:3]=1[C:4]([N:35]1[CH2:34][CH2:33][CH:32]([O:31][CH2:30][C:29]([N:26]2[CH2:27][CH2:28][O:23][CH2:24][CH2:25]2)=[O:38])[CH2:37][CH2:36]1)=[O:5], predict the reactants needed to synthesize it. (5) Given the product [ClH:18].[CH2:1]([O:5][C:6]1[C:13]([O:14][CH3:15])=[CH:12][C:9]([CH2:10][C:24]2[C:33]3[C:28](=[C:29]([OH:37])[C:30]([O:34][CH2:35][CH3:36])=[CH:31][CH:32]=3)[CH:27]=[N:26][CH:25]=2)=[CH:8][C:7]=1[O:16][CH3:17])[CH:2]([CH3:4])[CH3:3], predict the reactants needed to synthesize it. The reactants are: [CH2:1]([O:5][C:6]1[C:13]([O:14][CH3:15])=[CH:12][C:9]([CH:10]=O)=[CH:8][C:7]=1[O:16][CH3:17])[CH:2]([CH3:4])[CH3:3].[ClH:18].CO.C(O[CH:24](OCC)[CH2:25][NH:26][CH2:27][C:28]1[CH:33]=[CH:32][CH:31]=[C:30]([O:34][CH2:35][CH3:36])[C:29]=1[OH:37])C. (6) Given the product [Cl:1][C:2]1[CH:10]=[CH:9][C:5]([C:6]([N:28]([O:29][CH3:12])[CH3:23])=[O:7])=[CH:4][N:3]=1, predict the reactants needed to synthesize it. The reactants are: [Cl:1][C:2]1[CH:10]=[CH:9][C:5]([C:6](O)=[O:7])=[CH:4][N:3]=1.Cl.[CH3:12]OCN.C(Cl)CCl.C1C=C[C:23]2[N:28]([OH:29])N=NC=2C=1. (7) Given the product [O:28]1[C:32]2[CH:33]=[CH:34][C:35]([CH:37]3[CH2:42][CH2:41][CH2:40][CH2:39][N:38]3[CH2:22][C:13]3[O:12][C:11]([C:4]4[C:5]([CH2:9][CH3:10])=[CH:6][CH:7]=[CH:8][C:3]=4[CH2:1][CH3:2])=[N:15][C:14]=3[C:16]3[CH:21]=[CH:20][CH:19]=[CH:18][CH:17]=3)=[CH:36][C:31]=2[O:30][CH2:29]1, predict the reactants needed to synthesize it. The reactants are: [CH2:1]([C:3]1[CH:8]=[CH:7][CH:6]=[C:5]([CH2:9][CH3:10])[C:4]=1[C:11]1[O:12][C:13]([CH2:22]O)=[C:14]([C:16]2[CH:21]=[CH:20][CH:19]=[CH:18][CH:17]=2)[N:15]=1)[CH3:2].S(Cl)(Cl)=O.[O:28]1[C:32]2[CH:33]=[CH:34][C:35]([CH:37]3[CH2:42][CH2:41][CH2:40][CH2:39][NH:38]3)=[CH:36][C:31]=2[O:30][CH2:29]1.C(#N)C.C(=O)([O-])[O-].[K+].[K+].